From a dataset of Full USPTO retrosynthesis dataset with 1.9M reactions from patents (1976-2016). Predict the reactants needed to synthesize the given product. (1) The reactants are: [C:1]([O:5][C:6](=[O:31])[C:7]1[CH:12]=[CH:11][C:10]([C:13](=[O:29])/[CH:14]=[C:15](\[C:20]2[CH:25]=[C:24]([Cl:26])[C:23]([Cl:27])=[C:22]([Cl:28])[CH:21]=2)/[C:16]([F:19])([F:18])[F:17])=[CH:9][C:8]=1[CH3:30])([CH3:4])([CH3:3])[CH3:2].C(O)(=[S:34])C.C(N(CC)CC)C. Given the product [C:1]([O:5][C:6](=[O:31])[C:7]1[CH:12]=[CH:11][C:10]([C:13](=[O:29])[CH2:14][C:15]([SH:34])([C:20]2[CH:25]=[C:24]([Cl:26])[C:23]([Cl:27])=[C:22]([Cl:28])[CH:21]=2)[C:16]([F:17])([F:19])[F:18])=[CH:9][C:8]=1[CH3:30])([CH3:4])([CH3:3])[CH3:2], predict the reactants needed to synthesize it. (2) Given the product [C:27]([O-:29])(=[O:28])[CH3:26].[NH4+:3].[F:56][CH:23]([F:22])[O:24][C:25]1[N:33]=[C:32]([CH3:34])[C:31]([C:35]2[CH:40]=[CH:39][N:38]3[N:41]=[C:42]([C:48]4[CH:53]=[CH:52][C:51]([F:54])=[CH:50][CH:49]=4)[C:43]([C:44]([NH:45][CH3:46])=[O:47])=[C:37]3[C:36]=2[F:55])=[CH:30][C:26]=1[C:27](=[O:28])[NH:12][C:9]1([C:4]2[CH:5]=[CH:6][CH:7]=[CH:8][N:3]=2)[CH2:11][CH2:10]1, predict the reactants needed to synthesize it. The reactants are: Cl.Cl.[N:3]1[CH:8]=[CH:7][CH:6]=[CH:5][C:4]=1[C:9]1([NH2:12])[CH2:11][CH2:10]1.C(N(C(C)C)CC)(C)C.[F:22][CH:23]([F:56])[O:24][C:25]1[N:33]=[C:32]([CH3:34])[C:31]([C:35]2[CH:40]=[CH:39][N:38]3[N:41]=[C:42]([C:48]4[CH:53]=[CH:52][C:51]([F:54])=[CH:50][CH:49]=4)[C:43]([C:44](=[O:47])[NH:45][CH3:46])=[C:37]3[C:36]=2[F:55])=[CH:30][C:26]=1[C:27]([OH:29])=[O:28].CN(C(ON1N=NC2C=CC=NC1=2)=[N+](C)C)C.F[P-](F)(F)(F)(F)F. (3) Given the product [CH3:12][C:11]1[C:13]2[C:18](=[CH:17][CH:16]=[CH:15][CH:14]=2)[CH:8]=[CH:9][N:10]=1, predict the reactants needed to synthesize it. The reactants are: ClS(O)(=O)=O.CO[CH:8](OC)[CH2:9][NH:10][CH:11]([C:13]1[CH:18]=[CH:17][CH:16]=[CH:15][CH:14]=1)[CH3:12].C(=O)([O-])[O-].[K+].[K+]. (4) Given the product [C:22]([C:21]1[C:25]2[C:16]([CH:3]=[C:4]3[C:9]=1[CH:8]=[CH:7][CH:6]=[CH:5]3)=[CH:15][CH:14]=[CH:13][CH:12]=2)#[CH:23], predict the reactants needed to synthesize it. The reactants are: C[Si](C)(C)[C:3]1[C:4]2[C:9](C=C3[C:16]=1[C:15](C#C)=[CH:14][CH:13]=[CH:12]3)=[CH:8][CH:7]=[CH:6][CH:5]=2.[CH2:21]1[CH2:25]O[CH2:23][CH2:22]1. (5) Given the product [C:15]([C:14]1[CH:17]=[CH:18][C:11]([N:7]2[CH2:8][CH2:9][CH:5]([C:3]([O:2][CH3:1])=[O:4])[CH2:6]2)=[N:12][CH:13]=1)#[N:16], predict the reactants needed to synthesize it. The reactants are: [CH3:1][O:2][C:3]([CH:5]1[CH2:9][CH2:8][NH:7][CH2:6]1)=[O:4].Br[C:11]1[CH:18]=[CH:17][C:14]([C:15]#[N:16])=[CH:13][N:12]=1.CC1(C)CCCC(C)(C)N1. (6) Given the product [NH2:20][CH2:19][CH2:18][CH2:17][CH2:16][N:15]1[C:11]2[C:10]3[CH:9]=[CH:8][C:7]([O:30][CH2:31][C:32]4[CH:33]=[CH:34][CH:35]=[CH:36][CH:37]=4)=[CH:6][C:5]=3[N:4]=[C:3]([NH2:2])[C:12]=2[N:13]=[C:14]1[CH2:28][CH3:29], predict the reactants needed to synthesize it. The reactants are: Cl.[NH2:2][C:3]1[C:12]2[N:13]=[C:14]([CH2:28][CH3:29])[N:15]([CH2:16][CH2:17][CH2:18][CH2:19][NH:20]C(=O)OC(C)(C)C)[C:11]=2[C:10]2[CH:9]=[CH:8][C:7]([O:30][CH2:31][C:32]3[CH:37]=[CH:36][CH:35]=[CH:34][CH:33]=3)=[CH:6][C:5]=2[N:4]=1. (7) Given the product [CH2:15]([N:4]([CH2:1][CH:2]=[CH2:3])[S:5]([C:8]1[CH:9]=[N:10][CH:11]=[CH:12][C:13]=1[NH:14][S:27](/[CH:26]=[CH:25]/[C:22]1[CH:23]=[CH:24][C:19]([Cl:18])=[CH:20][C:21]=1[O:31][CH3:32])(=[O:28])=[O:29])(=[O:7])=[O:6])[CH:16]=[CH2:17], predict the reactants needed to synthesize it. The reactants are: [CH2:1]([N:4]([CH2:15][CH:16]=[CH2:17])[S:5]([C:8]1[CH:9]=[N:10][CH:11]=[CH:12][C:13]=1[NH2:14])(=[O:7])=[O:6])[CH:2]=[CH2:3].[Cl:18][C:19]1[CH:24]=[CH:23][C:22](/[CH:25]=[CH:26]/[S:27](Cl)(=[O:29])=[O:28])=[C:21]([O:31][CH3:32])[CH:20]=1.